Regression. Given a peptide amino acid sequence and an MHC pseudo amino acid sequence, predict their binding affinity value. This is MHC class I binding data. From a dataset of Peptide-MHC class I binding affinity with 185,985 pairs from IEDB/IMGT. (1) The peptide sequence is YIYDGKVNY. The MHC is HLA-A02:11 with pseudo-sequence HLA-A02:11. The binding affinity (normalized) is 0.0847. (2) The peptide sequence is AEVQIDRLI. The MHC is Patr-B2401 with pseudo-sequence Patr-B2401. The binding affinity (normalized) is 0.133.